From a dataset of Forward reaction prediction with 1.9M reactions from USPTO patents (1976-2016). Predict the product of the given reaction. (1) Given the reactants [CH2:1]([C:4]1[CH:9]=[CH:8][C:7]([S:10](Cl)(=[O:12])=[O:11])=[CH:6][CH:5]=1)[CH2:2][CH3:3].N1C=CC=CC=1.[NH2:20][C:21]1[CH:22]=[C:23]2[C:28](=[CH:29][CH:30]=1)[N:27]=[C:26]([CH3:31])[CH:25]=[CH:24]2.C([O-])(O)=O.[Na+], predict the reaction product. The product is: [CH3:31][C:26]1[CH:25]=[CH:24][C:23]2[C:28](=[CH:29][CH:30]=[C:21]([NH:20][S:10]([C:7]3[CH:8]=[CH:9][C:4]([CH2:1][CH2:2][CH3:3])=[CH:5][CH:6]=3)(=[O:12])=[O:11])[CH:22]=2)[N:27]=1. (2) Given the reactants [Cl:1][C:2]1[CH:3]=[C:4]2[C:8](=[C:9]([CH:11]([O:13][CH2:14][C:15]3([C:28]4[CH:33]=[CH:32][CH:31]=[CH:30][CH:29]=4)[CH2:20][CH2:19][N:18](C(OC(C)(C)C)=O)[CH2:17][CH2:16]3)[CH3:12])[CH:10]=1)[N:7](C)[N:6]=[CH:5]2.F[C:36](F)(F)C(O)=O.C(Cl)Cl, predict the reaction product. The product is: [Cl:1][C:2]1[CH:10]=[C:9]([CH:11]([O:13][CH2:14][C:15]2([C:28]3[CH:33]=[CH:32][CH:31]=[CH:30][CH:29]=3)[CH2:20][CH2:19][NH:18][CH2:17][CH2:16]2)[CH3:12])[C:8]2[C:4](=[CH:5][N:6]([CH3:36])[N:7]=2)[CH:3]=1. (3) Given the reactants [O:1]1[CH2:5][CH2:4][CH2:3][C@@H:2]1[CH2:6][OH:7].[F:8][C:9]([F:22])([F:21])[S:10](O[S:10]([C:9]([F:22])([F:21])[F:8])(=[O:12])=[O:11])(=[O:12])=[O:11].CC1C=CC=C(C)N=1, predict the reaction product. The product is: [F:8][C:9]([F:22])([F:21])[S:10]([O:7][CH2:6][C@H:2]1[CH2:3][CH2:4][CH2:5][O:1]1)(=[O:12])=[O:11]. (4) Given the reactants [F:1][CH:2]([F:35])[C:3]1[S:7][C:6]([C:8]([NH:10][C:11]2[N:15]([CH2:16][C@H:17]3[CH2:21][CH2:20][CH2:19][N:18]3[C:22]([O:24][C:25]([CH3:28])([CH3:27])[CH3:26])=[O:23])[C:14]3[CH:29]=[CH:30][C:31]([CH:33]=O)=[CH:32][C:13]=3[N:12]=2)=[O:9])=[CH:5][CH:4]=1.[CH3:36][CH:37]1[O:42][CH:41]([CH3:43])[CH2:40][NH:39][CH2:38]1.[BH3-]C#N.[Na+], predict the reaction product. The product is: [F:1][CH:2]([F:35])[C:3]1[S:7][C:6]([C:8]([NH:10][C:11]2[N:15]([CH2:16][C@H:17]3[CH2:21][CH2:20][CH2:19][N:18]3[C:22]([O:24][C:25]([CH3:26])([CH3:28])[CH3:27])=[O:23])[C:14]3[CH:29]=[CH:30][C:31]([CH2:33][N:39]4[CH2:38][CH:37]([CH3:36])[O:42][CH:41]([CH3:43])[CH2:40]4)=[CH:32][C:13]=3[N:12]=2)=[O:9])=[CH:5][CH:4]=1. (5) Given the reactants C(OC(N1CCC(=C/C=C/C2C=CC=CC=2)CC1)=O)(C)(C)C.C(OP([CH2:31]/[CH:32]=[CH:33]/[C:34]1[CH:39]=[CH:38][CH:37]=[C:36]([CH3:40])[N:35]=1)(OCC)=O)C.C(P(=O)(OCC)OCC)C=CC1C=CC=CC=1.[CH3:58][C:59]1[N:64]=[C:63]([N:65]2[CH2:70][CH2:69][C:68](=O)[CH2:67][CH2:66]2)[C:62]([N+:72]([O-:74])=[O:73])=[CH:61][CH:60]=1, predict the reaction product. The product is: [CH3:58][C:59]1[N:64]=[C:63]([N:65]2[CH2:70][CH2:69][C:68](=[CH:31]/[CH:32]=[CH:33]/[C:34]3[CH:39]=[CH:38][CH:37]=[C:36]([CH3:40])[N:35]=3)[CH2:67][CH2:66]2)[C:62]([N+:72]([O-:74])=[O:73])=[CH:61][CH:60]=1. (6) Given the reactants [CH3:1][C:2]1[C:10]2[C:5](=[C:6]([CH3:11])[CH:7]=[CH:8][CH:9]=2)[NH:4][C:3]=1[CH2:12][N:13]([CH3:18])[C:14](=[O:17])[CH:15]=[CH2:16].Br[C:20]1[CH:31]=[N:30][C:23]2[NH:24][C:25](=[O:29])[CH2:26][CH2:27][CH2:28][C:22]=2[CH:21]=1.CCN(C(C)C)C(C)C.CC1C=CC=CC=1P(C1C=CC=CC=1C)C1C=CC=CC=1C, predict the reaction product. The product is: [CH3:1][C:2]1[C:10]2[C:5](=[C:6]([CH3:11])[CH:7]=[CH:8][CH:9]=2)[NH:4][C:3]=1[CH2:12][N:13]([CH3:18])[C:14](=[O:17])/[CH:15]=[CH:16]/[C:20]1[CH:31]=[N:30][C:23]2[NH:24][C:25](=[O:29])[CH2:26][CH2:27][CH2:28][C:22]=2[CH:21]=1. (7) Given the reactants [Br:1][C:2]1[CH:3]=[C:4]([CH:30]=[CH:31][CH:32]=1)[CH2:5][N:6]1[C:14]2[C:13](=[O:15])[N:12]([CH3:16])[C:11](=[O:17])[N:10]([CH3:18])[C:9]=2[N:8]=[C:7]1[NH:19][C:20]1[CH:25]=[CH:24][CH:23]=[C:22]([C:26]([F:29])([F:28])[F:27])[CH:21]=1.[H-].[Na+].I[CH3:36], predict the reaction product. The product is: [Br:1][C:2]1[CH:3]=[C:4]([CH:30]=[CH:31][CH:32]=1)[CH2:5][N:6]1[C:14]2[C:13](=[O:15])[N:12]([CH3:16])[C:11](=[O:17])[N:10]([CH3:18])[C:9]=2[N:8]=[C:7]1[N:19]([CH3:36])[C:20]1[CH:25]=[CH:24][CH:23]=[C:22]([C:26]([F:29])([F:28])[F:27])[CH:21]=1. (8) The product is: [C:1]([NH:18][C@H:19]([C:35]([C@@:37]1([N:46]2[C:56]3[N:55]=[C:53]([NH2:54])[NH:52][C:50](=[O:51])[C:49]=3[N:48]=[CH:47]2)[O:45][C@H:42]([CH2:43][OH:44])[C@@H:40]([OH:41])[C@H:38]1[OH:39])=[O:36])[CH2:20][CH2:21][CH2:22][CH2:23][NH2:24])([O:3][CH2:4][CH:5]1[C:6]2[C:11](=[CH:10][CH:9]=[CH:8][CH:7]=2)[C:12]2[C:17]1=[CH:16][CH:15]=[CH:14][CH:13]=2)=[O:2]. Given the reactants [C:1]([NH:18][C@H:19]([C:35]([C@@:37]1([N:46]2[C:56]3[N:55]=[C:53]([NH2:54])[NH:52][C:50](=[O:51])[C:49]=3[N:48]=[CH:47]2)[O:45][C@H:42]([CH2:43][OH:44])[C@@H:40]([OH:41])[C@H:38]1[OH:39])=[O:36])[CH2:20][CH2:21][CH2:22][CH2:23][NH:24]C(OCC1C=CC=CC=1)=O)([O:3][CH2:4][CH:5]1[C:17]2[C:12](=[CH:13][CH:14]=[CH:15][CH:16]=2)[C:11]2[C:6]1=[CH:7][CH:8]=[CH:9][CH:10]=2)=[O:2], predict the reaction product. (9) Given the reactants Cl[C:2]1[N:3]=[C:4]([N:11]2[CH2:16][CH2:15][O:14][CH:13]([CH3:17])[CH2:12]2)[C:5]2[S:10][CH:9]=[CH:8][C:6]=2[N:7]=1.[NH2:18][C:19]1[N:24]=[CH:23][C:22](B2OC(C)(C)C(C)(C)O2)=[CH:21][N:20]=1.CC#N.CC([O-])=O.[K+], predict the reaction product. The product is: [CH3:17][CH:13]1[CH2:12][N:11]([C:4]2[C:5]3[S:10][CH:9]=[CH:8][C:6]=3[N:7]=[C:2]([C:22]3[CH:21]=[N:20][C:19]([NH2:18])=[N:24][CH:23]=3)[N:3]=2)[CH2:16][CH2:15][O:14]1. (10) Given the reactants ClC(Cl)(Cl)C(=N)[O:4][CH:5]([C:7]1[CH:8]=[C:9]([C:24]([F:27])([F:26])[F:25])[CH:10]=[C:11]2[C:15]=1[N:14]([CH2:16][O:17][CH2:18][CH2:19][Si:20]([CH3:23])([CH3:22])[CH3:21])[CH:13]=[CH:12]2)[CH3:6].[F:31][C:32]1[CH:37]=[CH:36][C:35]([C:38]2([CH2:51]O)[CH2:43][CH2:42][N:41]([C:44]([O:46][C:47]([CH3:50])([CH3:49])[CH3:48])=[O:45])[CH2:40][CH2:39]2)=[CH:34][CH:33]=1.C1CCCCC1, predict the reaction product. The product is: [F:31][C:32]1[CH:37]=[CH:36][C:35]([C:38]2([CH2:51][O:4][CH:5]([C:7]3[CH:8]=[C:9]([C:24]([F:26])([F:27])[F:25])[CH:10]=[C:11]4[C:15]=3[N:14]([CH2:16][O:17][CH2:18][CH2:19][Si:20]([CH3:23])([CH3:21])[CH3:22])[CH:13]=[CH:12]4)[CH3:6])[CH2:39][CH2:40][N:41]([C:44]([O:46][C:47]([CH3:50])([CH3:49])[CH3:48])=[O:45])[CH2:42][CH2:43]2)=[CH:34][CH:33]=1.